This data is from Forward reaction prediction with 1.9M reactions from USPTO patents (1976-2016). The task is: Predict the product of the given reaction. (1) Given the reactants [Cl:1][C:2]1[CH:15]=[C:14]([N+:16]([O-])=O)[CH:13]=[CH:12][C:3]=1[O:4][CH2:5][CH2:6][N:7]([CH2:10][CH3:11])[CH2:8][CH3:9].ClCCl.CO, predict the reaction product. The product is: [Cl:1][C:2]1[CH:15]=[C:14]([NH2:16])[CH:13]=[CH:12][C:3]=1[O:4][CH2:5][CH2:6][N:7]([CH2:8][CH3:9])[CH2:10][CH3:11]. (2) Given the reactants [C:1]1([S:7]([CH2:10][C:11]2[C:16]([C:17]([O:19][CH2:20][CH3:21])=[O:18])=[C:15]([OH:22])[C:14](Br)=[CH:13][CH:12]=2)(=[O:9])=[O:8])[CH:6]=[CH:5][CH:4]=[CH:3][CH:2]=1.[O:24]1[CH:28]=[CH:27][C:26](B(O)O)=[CH:25]1.O.[F-].[K+].[Br-].[Na+], predict the reaction product. The product is: [C:1]1([S:7]([CH2:10][C:11]2[C:16]([C:17]([O:19][CH2:20][CH3:21])=[O:18])=[C:15]([OH:22])[C:14]([C:26]3[CH:27]=[CH:28][O:24][CH:25]=3)=[CH:13][CH:12]=2)(=[O:9])=[O:8])[CH:6]=[CH:5][CH:4]=[CH:3][CH:2]=1. (3) Given the reactants [Cl-:1].[Ce+3].[Cl-].[Cl-].[I-].[Na+].Br[CH2:8][C:9]([C:11]1[CH:16]=[CH:15][CH:14]=[CH:13][CH:12]=1)=[O:10].[CH3:17][O:18][C:19]1[CH:24]=[CH:23][CH:22]=[CH:21][C:20]=1[N:25]1[CH2:30][CH2:29][C:28](=[O:31])[CH2:27][CH2:26]1, predict the reaction product. The product is: [ClH:1].[CH3:17][O:18][C:19]1[CH:24]=[CH:23][CH:22]=[CH:21][C:20]=1[N:25]1[CH2:30][CH2:29][C:28]([CH2:8][C:9](=[O:10])[C:11]2[CH:16]=[CH:15][CH:14]=[CH:13][CH:12]=2)([OH:31])[CH2:27][CH2:26]1. (4) Given the reactants [NH2:1][C@H:2]([CH2:8][CH:9]1[CH2:14][CH2:13][CH2:12][CH2:11][CH2:10]1)[C:3](OCC)=[O:4].[BH4-].[Na+].[BH4-], predict the reaction product. The product is: [NH2:1][C@H:2]([CH2:8][CH:9]1[CH2:14][CH2:13][CH2:12][CH2:11][CH2:10]1)[CH2:3][OH:4]. (5) Given the reactants O.O.[Sn](Cl)Cl.Cl.[CH2:7]([NH:10][C:11]1[N:20]=[C:19]([NH:21][CH2:22][CH:23]=[CH2:24])[C:18]2[C:13](=[CH:14][CH:15]=[C:16]([N+:25]([O-])=O)[CH:17]=2)[N:12]=1)[CH:8]=[CH2:9].[OH-].[Na+], predict the reaction product. The product is: [CH2:7]([NH:10][C:11]1[N:20]=[C:19]([NH:21][CH2:22][CH:23]=[CH2:24])[C:18]2[C:13](=[CH:14][CH:15]=[C:16]([NH2:25])[CH:17]=2)[N:12]=1)[CH:8]=[CH2:9]. (6) Given the reactants [F:1][C:2]([F:16])([F:15])[C:3]1[CH:4]=[C:5]([NH:9][C:10]([CH3:14])=[CH:11][C:12]#[N:13])[CH:6]=[CH:7][CH:8]=1.[CH:17]([C:19]1[CH:26]=[CH:25][C:22]([C:23]#[N:24])=[CH:21][CH:20]=1)=O.[C:27]([CH2:29][C:30]([N:32]([CH3:34])[CH3:33])=[O:31])#[N:28].N1CCCCC1, predict the reaction product. The product is: [C:12]([C:11]1[CH:17]([C:19]2[CH:26]=[CH:25][C:22]([C:23]#[N:24])=[CH:21][CH:20]=2)[CH:29]([C:30]([N:32]([CH3:34])[CH3:33])=[O:31])[C:27](=[NH:28])[N:9]([C:5]2[CH:6]=[CH:7][CH:8]=[C:3]([C:2]([F:15])([F:16])[F:1])[CH:4]=2)[C:10]=1[CH3:14])#[N:13]. (7) Given the reactants [NH2:1][C:2]1[CH:20]=[C:19]([Cl:21])[C:5]([CH2:6][CH:7]2[CH2:11][CH2:10][N:9]([CH:12]3[CH2:17][CH2:16][CH2:15][CH2:14][CH2:13]3)[C:8]2=[O:18])=[C:4]([Cl:22])[CH:3]=1.C(N(CC)CC)C.[S:30](Cl)(Cl)(=[O:32])=[O:31].[C:35](=O)(O)[O-], predict the reaction product. The product is: [Cl:22][C:4]1[CH:3]=[C:2]([NH:1][S:30]([CH3:35])(=[O:32])=[O:31])[CH:20]=[C:19]([Cl:21])[C:5]=1[CH2:6][CH:7]1[CH2:11][CH2:10][N:9]([CH:12]2[CH2:13][CH2:14][CH2:15][CH2:16][CH2:17]2)[C:8]1=[O:18].